From a dataset of Forward reaction prediction with 1.9M reactions from USPTO patents (1976-2016). Predict the product of the given reaction. (1) Given the reactants [C:1]([C:3]1[CH:8]=[CH:7][C:6]([C:9]2[CH:14]=[CH:13][C:12]([S:15](Cl)(=[O:17])=[O:16])=[CH:11][CH:10]=2)=[CH:5][CH:4]=1)#[N:2].[NH2:19][C:20]1[CH:25]=[CH:24][CH:23]=[C:22]([CH3:26])[N:21]=1, predict the reaction product. The product is: [CH3:26][C:22]1[N:21]=[C:20]([NH:19][S:15]([C:12]2[CH:13]=[CH:14][C:9]([C:6]3[CH:7]=[CH:8][C:3]([C:1]#[N:2])=[CH:4][CH:5]=3)=[CH:10][CH:11]=2)(=[O:17])=[O:16])[CH:25]=[CH:24][CH:23]=1. (2) Given the reactants [H-].[Na+].[CH3:3][S:4]([C:7]1[CH:12]=[CH:11][C:10]([OH:13])=[CH:9][CH:8]=1)(=[O:6])=[O:5].[C:14]([O:18][C:19]([N:21]1[CH2:26][CH2:25][CH:24]([N:27]2[C:31]3=[N:32][C:33]([O:37][CH3:38])=[N:34][C:35](Cl)=[C:30]3[CH:29]=[N:28]2)[CH2:23][CH2:22]1)=[O:20])([CH3:17])([CH3:16])[CH3:15].[Cl-].[NH4+], predict the reaction product. The product is: [C:14]([O:18][C:19]([N:21]1[CH2:26][CH2:25][CH:24]([N:27]2[C:31]3=[N:32][C:33]([O:37][CH3:38])=[N:34][C:35]([O:13][C:10]4[CH:11]=[CH:12][C:7]([S:4]([CH3:3])(=[O:5])=[O:6])=[CH:8][CH:9]=4)=[C:30]3[CH:29]=[N:28]2)[CH2:23][CH2:22]1)=[O:20])([CH3:17])([CH3:16])[CH3:15]. (3) Given the reactants C(O)(=O)C.[Br:5][C:6]1[N:10]2[N:11]=[C:12]([NH:15][CH2:16][CH2:17][NH2:18])[CH:13]=[CH:14][C:9]2=[N:8][CH:7]=1.[CH3:19][C:20]([CH3:22])=O.C([BH3-])#N.[Na+].N#N, predict the reaction product. The product is: [Br:5][C:6]1[N:10]2[N:11]=[C:12]([NH:15][CH2:16][CH2:17][NH:18][CH:20]([CH3:22])[CH3:19])[CH:13]=[CH:14][C:9]2=[N:8][CH:7]=1. (4) The product is: [CH2:1]([O:4][C:5]([C:7]1[C:8]([N:14]([CH3:24])[CH2:15][CH:16]2[CH2:23][CH2:22][C:19]3([CH2:21][CH2:20]3)[CH2:18][CH2:17]2)=[N:9][C:10]([C:29]#[N:30])=[N:11][CH:12]=1)=[O:6])[CH:2]=[CH2:3]. Given the reactants [CH2:1]([O:4][C:5]([C:7]1[C:8]([N:14]([CH3:24])[CH2:15][CH:16]2[CH2:23][CH2:22][C:19]3([CH2:21][CH2:20]3)[CH2:18][CH2:17]2)=[N:9][C:10](Cl)=[N:11][CH:12]=1)=[O:6])[CH:2]=[CH2:3].[C-]#N.[K+].C1N2CC[N:30](CC2)[CH2:29]1.O, predict the reaction product. (5) Given the reactants [Cl:1][C:2]1[CH:3]=[C:4]([CH:6]=[CH:7][CH:8]=1)[NH2:5].[F:9][C:10]1[CH:17]=[CH:16][CH:15]=[CH:14][C:11]=1[C:12]#[N:13], predict the reaction product. The product is: [Cl:1][C:2]1[CH:3]=[C:4]([NH:5][C:12](=[NH:13])[C:11]2[CH:14]=[CH:15][CH:16]=[CH:17][C:10]=2[F:9])[CH:6]=[CH:7][CH:8]=1.